This data is from Forward reaction prediction with 1.9M reactions from USPTO patents (1976-2016). The task is: Predict the product of the given reaction. Given the reactants [F:1][C:2]1[CH:7]=[C:6]([CH3:8])[CH:5]=[C:4]([N+:9]([O-])=O)[C:3]=1[OH:12].[H][H], predict the reaction product. The product is: [F:1][C:2]1[CH:7]=[C:6]([CH3:8])[CH:5]=[C:4]([NH2:9])[C:3]=1[OH:12].